This data is from Forward reaction prediction with 1.9M reactions from USPTO patents (1976-2016). The task is: Predict the product of the given reaction. (1) Given the reactants [CH3:1][O:2][C:3]1[CH:12]=[CH:11][CH:10]=[C:9]2[C:4]=1[CH2:5][CH:6]([NH2:13])[CH2:7][O:8]2.[CH3:14][C:15]([CH3:17])=O.C(O)(=O)C.C([BH3-])#N.[Na+], predict the reaction product. The product is: [CH:15]([NH:13][CH:6]1[CH2:5][C:4]2[C:9](=[CH:10][CH:11]=[CH:12][C:3]=2[O:2][CH3:1])[O:8][CH2:7]1)([CH3:17])[CH3:14]. (2) The product is: [CH2:20]([C:3]1([CH2:1][CH3:2])[C:11]2[C:6](=[CH:7][C:8]([N+:22]([O-:24])=[O:23])=[C:9]([NH:12][C:13](=[O:15])[CH3:14])[CH:10]=2)[N:5]([CH:16]([CH3:17])[CH3:18])[C:4]1=[O:19])[CH3:21].[CH2:20]([C:3]1([CH2:1][CH3:2])[C:11]2[C:6](=[C:7]([N+:22]([O-:25])=[O:23])[CH:8]=[C:9]([NH:12][C:13](=[O:15])[CH3:14])[CH:10]=2)[N:5]([CH:16]([CH3:17])[CH3:18])[C:4]1=[O:19])[CH3:21]. Given the reactants [CH2:1]([C:3]1([CH2:20][CH3:21])[C:11]2[C:6](=[CH:7][CH:8]=[C:9]([NH:12][C:13](=[O:15])[CH3:14])[CH:10]=2)[N:5]([CH:16]([CH3:18])[CH3:17])[C:4]1=[O:19])[CH3:2].[N+:22]([O-:25])([OH:24])=[O:23], predict the reaction product. (3) Given the reactants [OH:1][CH:2]([CH2:20][CH2:21][CH2:22][CH2:23][CH2:24][C:25]([O:27][CH:28]([CH2:33][CH2:34][CH2:35][CH3:36])[CH2:29][CH2:30][CH2:31][CH3:32])=[O:26])[CH2:3][CH2:4][CH2:5][CH2:6][CH2:7][C:8]([O:10][CH:11]([CH2:16][CH2:17][CH2:18][CH3:19])[CH2:12][CH2:13][CH2:14][CH3:15])=[O:9].CCN=C=N[CH2:42][CH2:43][CH2:44][N:45]([CH3:47])[CH3:46].Cl.Cl.CN(C(CC)[C:54](O)=[O:55])C, predict the reaction product. The product is: [CH3:46][N:45]([CH3:47])[CH2:44][CH2:43][CH2:42][C:54]([O:1][CH:2]([CH2:3][CH2:4][CH2:5][CH2:6][CH2:7][C:8]([O:10][CH:11]([CH2:16][CH2:17][CH2:18][CH3:19])[CH2:12][CH2:13][CH2:14][CH3:15])=[O:9])[CH2:20][CH2:21][CH2:22][CH2:23][CH2:24][C:25]([O:27][CH:28]([CH2:33][CH2:34][CH2:35][CH3:36])[CH2:29][CH2:30][CH2:31][CH3:32])=[O:26])=[O:55]. (4) The product is: [C:1]([O:4][C:5]1[CH:6]=[C:7]2[C:12](=[CH:13][CH:14]=1)[N:11]=[CH:10][N:9]=[C:8]2[Cl:18])(=[O:3])[CH3:2]. Given the reactants [C:1]([O:4][C:5]1[CH:6]=[C:7]2[C:12](=[CH:13][CH:14]=1)[N:11]=[CH:10][NH:9][C:8]2=O)(=[O:3])[CH3:2].O=P(Cl)(Cl)[Cl:18], predict the reaction product. (5) Given the reactants [O:1]=[C:2]1[C:11]2[C:6](=[CH:7][CH:8]=[CH:9][CH:10]=2)[NH:5][CH:4]=[C:3]1[C:12]([NH:14][C:15]1[CH:16]=[C:17]([C:24]([O:26]CC)=[O:25])[C:18]2[CH:19]=[CH:20][NH:21][C:22]=2[CH:23]=1)=[O:13].[OH-].[Na+].Cl, predict the reaction product. The product is: [O:1]=[C:2]1[C:11]2[C:6](=[CH:7][CH:8]=[CH:9][CH:10]=2)[NH:5][CH:4]=[C:3]1[C:12]([NH:14][C:15]1[CH:16]=[C:17]([C:24]([OH:26])=[O:25])[C:18]2[CH:19]=[CH:20][NH:21][C:22]=2[CH:23]=1)=[O:13]. (6) Given the reactants [CH2:1]([C:3]1[CH:8]=[C:7]([C:9]([F:12])([F:11])[F:10])[N:6]=[C:5]([C@H:13]([N:15]([CH3:22])[S@](C(C)(C)C)=O)[CH3:14])[CH:4]=1)[CH3:2].[OH-].[Na+], predict the reaction product. The product is: [CH2:1]([C:3]1[CH:8]=[C:7]([C:9]([F:12])([F:10])[F:11])[N:6]=[C:5]([C@H:13]([NH:15][CH3:22])[CH3:14])[CH:4]=1)[CH3:2]. (7) Given the reactants [NH2:1][C:2]1[CH:3]=[N:4][C:5]2[C:10]([C:11]=1[NH:12][CH2:13][CH2:14][NH:15][C:16](=[O:22])[O:17][C:18]([CH3:21])([CH3:20])[CH3:19])=[CH:9][CH:8]=[CH:7][CH:6]=2.[Cl:23][CH2:24][C:25](Cl)=O, predict the reaction product. The product is: [Cl:23][CH2:24][C:25]1[N:12]([CH2:13][CH2:14][NH:15][C:16](=[O:22])[O:17][C:18]([CH3:19])([CH3:21])[CH3:20])[C:11]2[C:10]3[CH:9]=[CH:8][CH:7]=[CH:6][C:5]=3[N:4]=[CH:3][C:2]=2[N:1]=1. (8) Given the reactants [CH:1]1[N:5]=[C:4]([NH2:6])[S:3][CH:2]=1.[C:7](N1C=CN=C1)(N1C=CN=C1)=[O:8].[CH:19]1([NH:25][CH:26]2[CH2:31][CH2:30][CH2:29][CH2:28][CH2:27]2)[CH2:24][CH2:23][CH2:22][CH2:21][CH2:20]1, predict the reaction product. The product is: [CH:26]1([N:25]([CH:19]2[CH2:20][CH2:21][CH2:22][CH2:23][CH2:24]2)[C:7]([NH:6][C:4]2[S:3][CH:2]=[CH:1][N:5]=2)=[O:8])[CH2:27][CH2:28][CH2:29][CH2:30][CH2:31]1.